This data is from Catalyst prediction with 721,799 reactions and 888 catalyst types from USPTO. The task is: Predict which catalyst facilitates the given reaction. (1) Reactant: [NH2:1][C:2]1[S:6][N:5]=[C:4]([CH3:7])[C:3]=1[C:8]([NH2:10])=[O:9].[C:11]1([CH3:21])[CH:16]=CC(S(O)(=O)=O)=[CH:13][CH:12]=1.C(=O)CC(C)C.S(=O)(O)[O-].[Na+]. Product: [CH2:12]([C:13]1[NH:10][C:8](=[O:9])[C:3]2[C:4]([CH3:7])=[N:5][S:6][C:2]=2[N:1]=1)[CH:11]([CH3:21])[CH3:16]. The catalyst class is: 588. (2) Reactant: Cl.C(OC(N1CCCC(C2C=NC(NC3N=CC4C(C)=C(Br)C(=O)N(C5CCCC5)C=4N=3)=CC=2)CC1)=O)(C)(C)C.Cl.[Br:42][C:43]1[C:66](=[O:67])[N:65]([CH:68]2[CH2:72][CH2:71][CH2:70][CH2:69]2)[C:46]2[N:47]=[C:48]([NH:51][C:52]3[CH:57]=[CH:56][C:55]([N:58]4[CH2:64][CH2:63][CH2:62][NH:61][CH2:60][CH2:59]4)=[CH:54][N:53]=3)[N:49]=[CH:50][C:45]=2[C:44]=1[CH3:73].C(O)C. Product: [Br:42][C:43]1[C:66](=[O:67])[N:65]([CH:68]2[CH2:69][CH2:70][CH2:71][CH2:72]2)[C:46]2[N:47]=[C:48]([NH:51][C:52]3[CH:57]=[CH:56][C:55]([N:58]4[CH2:64][CH2:63][CH2:62][NH:61][CH2:60][CH2:59]4)=[CH:54][N:53]=3)[N:49]=[CH:50][C:45]=2[C:44]=1[CH3:73]. The catalyst class is: 22. (3) Reactant: [I-].[CH3:2][S+](C)(C)=O.[H-].[Na+].[F:9][C:10]1[C:19]([CH2:20][CH2:21][CH:22]=[O:23])=[C:18]2[C:13]([CH:14]=[CH:15][C:16]([O:24][CH3:25])=[N:17]2)=[CH:12][CH:11]=1. Product: [F:9][C:10]1[C:19]([CH2:20][CH2:21][CH:22]2[CH2:2][O:23]2)=[C:18]2[C:13]([CH:14]=[CH:15][C:16]([O:24][CH3:25])=[N:17]2)=[CH:12][CH:11]=1. The catalyst class is: 3. (4) Reactant: [CH3:1][C:2]([C:5]1[CH:6]=[C:7]([S:16][C:17]([S:20][C:21]2[CH:26]=[C:25]([C:27]([CH3:30])([CH3:29])[CH3:28])[C:24]([OH:31])=[C:23]([C:32]([CH3:35])([CH3:34])[CH3:33])[CH:22]=2)([CH3:19])[CH3:18])[CH:8]=[C:9]([C:12]([CH3:15])([CH3:14])[CH3:13])[C:10]=1[OH:11])([CH3:4])[CH3:3].C1C=CC(P(C2C=CC=CC=2)C2C=CC=CC=2)=CC=1.[CH3:55][C:56]1([CH3:65])[O:60][C@@H:59]([CH2:61][CH2:62][CH2:63]O)[CH2:58][O:57]1.CCOC(/N=N/C(OCC)=O)=O. Product: [C:12]([C:9]1[CH:8]=[C:7]([S:16][C:17]([S:20][C:21]2[CH:22]=[C:23]([C:32]([CH3:35])([CH3:34])[CH3:33])[C:24]([O:31][CH2:63][CH2:62][CH2:61][C@@H:59]3[CH2:58][O:57][C:56]([CH3:65])([CH3:55])[O:60]3)=[C:25]([C:27]([CH3:30])([CH3:29])[CH3:28])[CH:26]=2)([CH3:18])[CH3:19])[CH:6]=[C:5]([C:2]([CH3:1])([CH3:3])[CH3:4])[C:10]=1[OH:11])([CH3:13])([CH3:14])[CH3:15]. The catalyst class is: 1. (5) Reactant: [CH2:1]([N:8]1[CH2:13][CH2:12][C:11]([CH2:15][OH:16])([F:14])[CH2:10][CH2:9]1)[C:2]1[CH:7]=[CH:6][CH:5]=[CH:4][CH:3]=1.[CH3:17][S:18](O[S:18]([CH3:17])(=[O:20])=[O:19])(=[O:20])=[O:19].C1CCN2C(=NCCC2)CC1. Product: [CH3:17][S:18]([O:16][CH2:15][C:11]1([F:14])[CH2:10][CH2:9][N:8]([CH2:1][C:2]2[CH:3]=[CH:4][CH:5]=[CH:6][CH:7]=2)[CH2:13][CH2:12]1)(=[O:20])=[O:19]. The catalyst class is: 79. (6) Reactant: [CH3:1][O:2][C:3]1[N:8]=[C:7]([C:9]2[CH:10]=[C:11]3[C:38](=[CH:39][CH:40]=2)[O:37][CH2:36][C:32]2([CH2:35][O:34][CH2:33]2)[C:12]23[CH2:16][O:15][C:14]([N:17](C(OC(C)(C)C)=O)C(OC(C)(C)C)=O)=[N:13]2)[CH:6]=[CH:5][CH:4]=1.CC1C=CC(S(O)(=O)=O)=CC=1.O. Product: [CH3:1][O:2][C:3]1[N:8]=[C:7]([C:9]2[CH:10]=[C:11]3[C:38](=[CH:39][CH:40]=2)[O:37][CH2:36][C:32]2([CH2:33][O:34][CH2:35]2)[C:12]23[CH2:16][O:15][C:14]([NH2:17])=[N:13]2)[CH:6]=[CH:5][CH:4]=1. The catalyst class is: 23. (7) Reactant: [CH3:1][C:2]1[CH:7]=[CH:6][C:5]([S:8]([O:11][CH2:12][C@@H:13]2[O:18][C:17]3[C:19]([CH:26]=O)=[C:20]([N+:23]([O-:25])=[O:24])[CH:21]=[CH:22][C:16]=3[O:15][CH2:14]2)(=[O:10])=[O:9])=[CH:4][CH:3]=1.[N+:28]([CH2:31][CH2:32][CH3:33])([O-:30])=[O:29].C([O-])(=O)C.[NH4+]. The catalyst class is: 15. Product: [N+:23]([C:20]1[CH:21]=[CH:22][C:16]2[O:15][CH2:14][CH:13]([CH2:12][O:11][S:8]([C:5]3[CH:4]=[CH:3][C:2]([CH3:1])=[CH:7][CH:6]=3)(=[O:9])=[O:10])[O:18][C:17]=2[C:19]=1[CH:26]=[C:31]([N+:28]([O-:30])=[O:29])[CH2:32][CH3:33])([O-:25])=[O:24].